Dataset: CYP2D6 inhibition data for predicting drug metabolism from PubChem BioAssay. Task: Regression/Classification. Given a drug SMILES string, predict its absorption, distribution, metabolism, or excretion properties. Task type varies by dataset: regression for continuous measurements (e.g., permeability, clearance, half-life) or binary classification for categorical outcomes (e.g., BBB penetration, CYP inhibition). Dataset: cyp2d6_veith. (1) The drug is NS(=O)(=O)c1cc2c(cc1Cl)N[C@@H](CC1CCCC1)NS2(=O)=O. The result is 0 (non-inhibitor). (2) The drug is COCCn1c(=O)cnc2cnc(Nc3cccc(OC)c3)nc21. The result is 0 (non-inhibitor). (3) The molecule is CC(C)[C@@H](Br)C(=O)NCC(=O)O. The result is 0 (non-inhibitor). (4) The drug is O=c1ccc2[nH]cc(C3=CCNCC3)c2[nH]1. The result is 1 (inhibitor). (5) The drug is COC(=O)N1CCC2(CC1)CN(c1cccc(-c3ccccc3)c1)C2. The result is 0 (non-inhibitor). (6) The molecule is Cc1cc(NC(=O)CCC(=O)N(CC2CCCO2)C(C(=O)NC2CCCC2)c2cccnc2)no1. The result is 0 (non-inhibitor). (7) The molecule is Cc1ccc(C(=O)N2CCN(c3ccc(C(F)(F)F)cn3)CC2)cc1. The result is 0 (non-inhibitor). (8) The compound is CCOc1cc(CNCCc2ccc(S(N)(=O)=O)cc2)ccc1OCc1ccc(Cl)cc1.Cl. The result is 1 (inhibitor). (9) The drug is Cc1cccc(/C(N)=N/OC(=O)CCCN2C(=O)c3ccccc3C2=O)c1. The result is 0 (non-inhibitor).